Dataset: Reaction yield outcomes from USPTO patents with 853,638 reactions. Task: Predict the reaction yield, written as a fraction of the theoretical maximum amount of product (1.0 means a 100% yield; for example, 0.34 means a 34% yield). The reactants are C[Al](C)C.[CH2:5]([N:7]1[CH2:12][CH2:11][CH:10]([C:13]2[CH:22]=[CH:21][C:16]([C:17]([O:19]C)=O)=[CH:15][CH:14]=2)[CH2:9][CH2:8]1)[CH3:6].[CH3:23][O:24][C:25]1[CH:26]=[C:27]([CH2:33][CH2:34][C:35]2[CH:36]=[C:37]([NH2:40])[NH:38][N:39]=2)[CH:28]=[C:29]([O:31][CH3:32])[CH:30]=1. The catalyst is C1(C)C=CC=CC=1. The product is [CH3:32][O:31][C:29]1[CH:28]=[C:27]([CH2:33][CH2:34][C:35]2[CH:36]=[C:37]([NH:40][C:17](=[O:19])[C:16]3[CH:15]=[CH:14][C:13]([CH:10]4[CH2:9][CH2:8][N:7]([CH2:5][CH3:6])[CH2:12][CH2:11]4)=[CH:22][CH:21]=3)[NH:38][N:39]=2)[CH:26]=[C:25]([O:24][CH3:23])[CH:30]=1. The yield is 0.380.